This data is from Reaction yield outcomes from USPTO patents with 853,638 reactions. The task is: Predict the reaction yield, written as a fraction of the theoretical maximum amount of product (1.0 means a 100% yield; for example, 0.34 means a 34% yield). (1) The reactants are C(Cl)CCl.[NH2:5][C:6]1[N:11]=[CH:10][C:9](/[CH:12]=[CH:13]/[C:14]([OH:16])=O)=[CH:8][CH:7]=1.[CH3:17][NH:18][CH2:19][C:20]1[S:27][C:23]2[S:24][CH:25]=[CH:26][C:22]=2[CH:21]=1.C1C=CC2N(O)N=NC=2C=1.O.CCN(CC)CC. The catalyst is CN(C=O)C. The product is [NH2:5][C:6]1[N:11]=[CH:10][C:9](/[CH:12]=[CH:13]/[C:14]([N:18]([CH3:17])[CH2:19][C:20]2[S:27][C:23]3[S:24][CH:25]=[CH:26][C:22]=3[CH:21]=2)=[O:16])=[CH:8][CH:7]=1. The yield is 0.420. (2) The product is [C:1]([N:5]1[C:13]2[C:8](=[CH:9][C:10]([NH2:14])=[CH:11][CH:12]=2)[CH:7]=[CH:6]1)([CH3:4])([CH3:2])[CH3:3]. The reactants are [C:1]([N:5]1[C:13]2[C:8](=[CH:9][C:10]([N+:14]([O-])=O)=[CH:11][CH:12]=2)[CH:7]=[CH:6]1)([CH3:4])([CH3:3])[CH3:2]. The catalyst is CO.[Ni]. The yield is 0.450.